Regression. Given a peptide amino acid sequence and an MHC pseudo amino acid sequence, predict their binding affinity value. This is MHC class I binding data. From a dataset of Peptide-MHC class I binding affinity with 185,985 pairs from IEDB/IMGT. The peptide sequence is LADQLIHLHY. The MHC is HLA-A33:01 with pseudo-sequence HLA-A33:01. The binding affinity (normalized) is 0.